From a dataset of Reaction yield outcomes from USPTO patents with 853,638 reactions. Predict the reaction yield, written as a fraction of the theoretical maximum amount of product (1.0 means a 100% yield; for example, 0.34 means a 34% yield). (1) The reactants are [CH3:1][O:2][C:3]([N:6]1[N:10]=[N:9][C:8]([CH3:11])=[N:7]1)([CH3:5])[CH3:4].C([Li])CCC.CON(C)[C:20](=[O:39])[C:21]1[CH:26]=[CH:25][C:24]([CH2:27][NH:28][C@H:29]2[CH2:34][CH2:33][C@H:32]([C:35]([CH3:38])([CH3:37])[CH3:36])[CH2:31][CH2:30]2)=[CH:23][CH:22]=1. The catalyst is C1COCC1. The product is [C:35]([CH:32]1[CH2:31][CH2:30][CH:29]([NH:28][CH2:27][C:24]2[CH:25]=[CH:26][C:21]([C:20](=[O:39])[CH2:11][C:8]3[N:9]=[N:10][N:6]([C:3]([O:2][CH3:1])([CH3:5])[CH3:4])[N:7]=3)=[CH:22][CH:23]=2)[CH2:34][CH2:33]1)([CH3:38])([CH3:36])[CH3:37]. The yield is 1.00. (2) The reactants are [NH2:1][C:2]1[C:11]2[C:6](=[CH:7][CH:8]=[CH:9][CH:10]=2)[C:5]([O:12][C:13]2[C:22]3[NH:21][C:20](=[O:23])[CH:19]=[N:18][C:17]=3[N:16]=[CH:15][CH:14]=2)=[CH:4][CH:3]=1.[C:24]([C:28]1[CH:32]=[C:31]([N:33]=[C:34]=[O:35])[N:30]([C:36]2[CH:41]=[CH:40][CH:39]=[CH:38][CH:37]=2)[N:29]=1)([CH3:27])([CH3:26])[CH3:25]. No catalyst specified. The product is [C:24]([C:28]1[CH:32]=[C:31]([NH:33][C:34]([NH:1][C:2]2[C:11]3[C:6](=[CH:7][CH:8]=[CH:9][CH:10]=3)[C:5]([O:12][C:13]3[C:22]4[NH:21][C:20](=[O:23])[CH:19]=[N:18][C:17]=4[N:16]=[CH:15][CH:14]=3)=[CH:4][CH:3]=2)=[O:35])[N:30]([C:36]2[CH:41]=[CH:40][CH:39]=[CH:38][CH:37]=2)[N:29]=1)([CH3:27])([CH3:25])[CH3:26]. The yield is 0.170. (3) The reactants are [Cl:1][C:2]1[CH:7]=[C:6]([Cl:8])[CH:5]=[CH:4][C:3]=1[N:9]1[C:13]([C:14]2[CH:19]=[CH:18][C:17]([OH:20])=[CH:16][CH:15]=2)=[C:12]([CH3:21])[C:11]([C:22]([O:24][CH2:25][CH3:26])=[O:23])=[N:10]1.[F:27][C:28]([F:33])([F:32])[CH2:29][CH2:30]O.C1(P(C2C=CC=CC=2)C2C=CC=CC=2)C=CC=CC=1.CCOC(/N=N/C(OCC)=O)=O. The catalyst is C1COCC1.C1(C)C=CC=CC=1. The product is [Cl:1][C:2]1[CH:7]=[C:6]([Cl:8])[CH:5]=[CH:4][C:3]=1[N:9]1[C:13]([C:14]2[CH:19]=[CH:18][C:17]([O:20][CH2:30][CH2:29][C:28]([F:33])([F:32])[F:27])=[CH:16][CH:15]=2)=[C:12]([CH3:21])[C:11]([C:22]([O:24][CH2:25][CH3:26])=[O:23])=[N:10]1. The yield is 0.860. (4) The reactants are [O:1]=[C:2]1[NH:6][N:5]=[C:4]([C:7]2[N:12]=[C:11]([O:13][C@H:14]3[CH2:18][CH2:17][N:16](C(OC(C)(C)C)=O)[CH2:15]3)[CH:10]=[CH:9][CH:8]=2)[NH:3]1.C(O)(C(F)(F)F)=O. The catalyst is C(Cl)Cl. The product is [NH:16]1[CH2:17][CH2:18][C@H:14]([O:13][C:11]2[N:12]=[C:7]([C:4]3[NH:3][C:2](=[O:1])[NH:6][N:5]=3)[CH:8]=[CH:9][CH:10]=2)[CH2:15]1. The yield is 0.140. (5) The catalyst is C(O)CCC. The reactants are [CH2:1]([NH:4][C:5]1[N:6]=[C:7](Cl)[C:8]2[CH:13]=[CH:12][N:11]([CH:14]([CH3:16])[CH3:15])[C:9]=2[N:10]=1)[CH2:2][CH3:3].[CH3:18][CH:19]([NH2:21])[CH3:20].C(=O)([O-])[O-].[K+].[K+].O. The yield is 0.360. The product is [CH2:1]([NH:4][C:5]1[N:6]=[C:7]([NH:21][CH:19]([CH3:20])[CH3:18])[C:8]2[CH:13]=[CH:12][N:11]([CH:14]([CH3:16])[CH3:15])[C:9]=2[N:10]=1)[CH2:2][CH3:3].